Dataset: Peptide-MHC class II binding affinity with 134,281 pairs from IEDB. Task: Regression. Given a peptide amino acid sequence and an MHC pseudo amino acid sequence, predict their binding affinity value. This is MHC class II binding data. The peptide sequence is LRYMGEDGCWYGMEI. The MHC is DRB1_0802 with pseudo-sequence DRB1_0802. The binding affinity (normalized) is 0.106.